This data is from Reaction yield outcomes from USPTO patents with 853,638 reactions. The task is: Predict the reaction yield, written as a fraction of the theoretical maximum amount of product (1.0 means a 100% yield; for example, 0.34 means a 34% yield). (1) The reactants are CC1C=CC(S(O[CH2:12][CH:13]2[CH2:17][O:16][C:15]([CH3:19])([CH3:18])[O:14]2)(=O)=O)=CC=1.[N-:20]=[N+:21]=[N-:22].[Na+]. The catalyst is CN(C=O)C. The product is [N:20]([CH2:12][CH:13]1[CH2:17][O:16][C:15]([CH3:19])([CH3:18])[O:14]1)=[N+:21]=[N-:22]. The yield is 0.760. (2) The reactants are C(O[C:6]([N:8]1[CH2:13][CH2:12][CH:11]([C:14]2[C:23]3[C:18](=[CH:19][C:20]([O:24][CH2:25][CH2:26][CH2:27][N:28]4[CH2:33][CH2:32][NH:31][CH2:30][CH2:29]4)=[CH:21][CH:22]=3)[N:17]=[CH:16][N:15]=2)[CH2:10][CH2:9]1)=[O:7])(C)(C)C.CCN(CC)CC.C(Cl)(OCC1C2C(=CC=CC=2)C2C1=CC=CC=2)=O.Cl.[N+](C1C=CC(OC(=O)[NH:71][C:72]2[CH:77]=[CH:76][C:75]([N:78]3[CH2:83][CH2:82][O:81][CH2:80][CH2:79]3)=[CH:74][CH:73]=2)=CC=1)([O-])=O.C(NCC)C. The catalyst is C(Cl)Cl. The product is [N:78]1([C:75]2[CH:74]=[CH:73][C:72]([NH:71][C:6]([N:8]3[CH2:13][CH2:12][CH:11]([C:14]4[C:23]5[C:18](=[CH:19][C:20]([O:24][CH2:25][CH2:26][CH2:27][N:28]6[CH2:33][CH2:32][NH:31][CH2:30][CH2:29]6)=[CH:21][CH:22]=5)[N:17]=[CH:16][N:15]=4)[CH2:10][CH2:9]3)=[O:7])=[CH:77][CH:76]=2)[CH2:79][CH2:80][O:81][CH2:82][CH2:83]1. The yield is 0.100. (3) The reactants are [OH:1][CH2:2][CH2:3][CH2:4][CH2:5][CH2:6][CH2:7][CH2:8][CH2:9][O:10][C:11]1[CH:16]=[CH:15][C:14]([CH2:17][C:18]#[N:19])=[CH:13][CH:12]=1.[O:20]1[C:25]2[CH:26]=[CH:27][C:28]([CH:30]=O)=[CH:29][C:24]=2[O:23][CH2:22][CH2:21]1. No catalyst specified. The product is [O:20]1[C:25]2[CH:26]=[CH:27][C:28](/[CH:30]=[C:17](/[C:14]3[CH:13]=[CH:12][C:11]([O:10][CH2:9][CH2:8][CH2:7][CH2:6][CH2:5][CH2:4][CH2:3][CH2:2][OH:1])=[CH:16][CH:15]=3)\[C:18]#[N:19])=[CH:29][C:24]=2[O:23][CH2:22][CH2:21]1. The yield is 0.410.